From a dataset of Reaction yield outcomes from USPTO patents with 853,638 reactions. Predict the reaction yield, written as a fraction of the theoretical maximum amount of product (1.0 means a 100% yield; for example, 0.34 means a 34% yield). (1) The catalyst is C(O)C. The product is [Cl:6][C:7]1[CH:24]=[CH:23][C:10]2[S:11][C:12]([C:16]3[CH:17]=[CH:18][N:2]=[C:3]([NH2:5])[N:4]=3)=[C:13]([CH2:14][CH3:15])[C:9]=2[CH:8]=1. The reactants are Cl.[NH2:2][C:3]([NH2:5])=[NH:4].[Cl:6][C:7]1[CH:24]=[CH:23][C:10]2[S:11][C:12]([C:16](=O)/[CH:17]=[CH:18]/N(C)C)=[C:13]([CH2:14][CH3:15])[C:9]=2[CH:8]=1. The yield is 0.840. (2) The reactants are [Cl:1][C:2]1[C:3]([O:12][C:13]2[CH:18]=[C:17]([O:19][CH2:20][CH2:21][N:22]3[CH2:27][CH2:26][O:25][CH2:24][CH2:23]3)[CH:16]=[CH:15][C:14]=2[CH2:28][CH2:29][C:30](OCC)=[O:31])=[N:4][CH:5]=[C:6]([C:8]([F:11])([F:10])[F:9])[CH:7]=1.[H-].C([Al+]CC(C)C)C(C)C.CO.O. The catalyst is C(OCC)C.C1(C)C=CC=CC=1. The product is [Cl:1][C:2]1[C:3]([O:12][C:13]2[CH:18]=[C:17]([O:19][CH2:20][CH2:21][N:22]3[CH2:27][CH2:26][O:25][CH2:24][CH2:23]3)[CH:16]=[CH:15][C:14]=2[CH2:28][CH2:29][CH2:30][OH:31])=[N:4][CH:5]=[C:6]([C:8]([F:11])([F:9])[F:10])[CH:7]=1. The yield is 0.710.